Dataset: Full USPTO retrosynthesis dataset with 1.9M reactions from patents (1976-2016). Task: Predict the reactants needed to synthesize the given product. (1) Given the product [CH2:9]([C@@H:7]1[CH2:6][N:5]2[C@H:4]([CH2:3][C:25](=[O:24])[CH2:26][CH2:12]2)[CH2:8]1)[CH2:10][CH3:11], predict the reactants needed to synthesize it. The reactants are: CO[C:3](=O)[C@@H:4]1[CH2:8][C:7](=[CH:9][CH2:10][CH3:11])[CH2:6][N:5]1[C:12](OCC1C=CC=CC=1)=O.C[O:24][C:25](=O)[C@@H:26]1CC(=C)CN1C(OCC1C=CC=CC=1)=O. (2) Given the product [N:9]1([CH2:10][CH2:11][CH2:17][O:18][C:2]2[CH:7]=[CH:6][C:5]([CH:8]3[CH2:16][CH2:15][CH2:14][CH:13]4[N:9]3[CH2:10][CH2:11][CH2:12]4)=[CH:4][CH:3]=2)[CH2:13][CH2:14][CH2:15][CH2:16][CH2:8]1, predict the reactants needed to synthesize it. The reactants are: O[C:2]1[CH:7]=[CH:6][C:5]([CH:8]2[CH2:16][CH2:15][CH2:14][CH:13]3[N:9]2[CH2:10][CH2:11][CH2:12]3)=[CH:4][CH:3]=1.[CH3:17][O-:18].[Na+].[Cl-].